This data is from Full USPTO retrosynthesis dataset with 1.9M reactions from patents (1976-2016). The task is: Predict the reactants needed to synthesize the given product. (1) Given the product [Br:18][C:9]1[C:10]2[C:5](=[CH:4][C:3]([O:2][CH3:1])=[C:12]([O:13][CH3:14])[CH:11]=2)[CH:6]=[CH:7][N:8]=1, predict the reactants needed to synthesize it. The reactants are: [CH3:1][O:2][C:3]1[CH:4]=[C:5]2[C:10](=[CH:11][C:12]=1[O:13][CH3:14])[C:9](=O)[NH:8][CH:7]=[CH:6]2.P(Br)(Br)([Br:18])=O.CCOC(C)=O. (2) Given the product [CH3:1][C:2]1[CH:3]=[CH:4][C:5]2[S:10][CH:9]([C:11]([F:13])([F:14])[F:12])[C:8]([C:15]([OH:17])=[O:16])=[CH:7][C:6]=2[CH:20]=1, predict the reactants needed to synthesize it. The reactants are: [CH3:1][C:2]1[CH:3]=[CH:4][C:5]2[S:10][CH:9]([C:11]([F:14])([F:13])[F:12])[C:8]([C:15]([O:17]CC)=[O:16])=[CH:7][C:6]=2[CH:20]=1.[OH-].[Na+]. (3) Given the product [CH2:2]([N:6]1[C:10]([CH3:11])=[C:9]([CH3:12])[S:8]/[C:7]/1=[CH:13]\[C:18]([C:17]1[CH:21]=[CH:22][CH:23]=[CH:24][C:16]=1[C:15]([F:14])([F:25])[F:26])=[O:19])[CH2:3][CH2:4][CH3:5], predict the reactants needed to synthesize it. The reactants are: [I-].[CH2:2]([N+:6]1[C:10]([CH3:11])=[C:9]([CH3:12])[S:8][C:7]=1[CH3:13])[CH2:3][CH2:4][CH3:5].[F:14][C:15]([F:26])([F:25])[C:16]1[CH:24]=[CH:23][CH:22]=[CH:21][C:17]=1[C:18](Cl)=[O:19].